This data is from Full USPTO retrosynthesis dataset with 1.9M reactions from patents (1976-2016). The task is: Predict the reactants needed to synthesize the given product. (1) The reactants are: FC(F)(F)S(O[C:7]1[C:15]2[C:10](=[CH:11][N:12]=[CH:13][CH:14]=2)[O:9][C:8]=1[C:16]1[N:21]=[CH:20][CH:19]=[CH:18][N:17]=1)(=O)=O.[NH2:24][C:25]1[C:33]2[N:32]=[CH:31][N:30]([C:34]([O:36][C:37]([CH3:40])([CH3:39])[CH3:38])=[O:35])[C:29]=2[CH:28]=[CH:27][CH:26]=1.CC1(C)C2C(=C(P(C3C=CC=CC=3)C3C=CC=CC=3)C=CC=2)OC2C(P(C3C=CC=CC=3)C3C=CC=CC=3)=CC=CC1=2.[O-]P([O-])([O-])=O.[K+].[K+].[K+]. Given the product [N:17]1[CH:18]=[CH:19][CH:20]=[N:21][C:16]=1[C:8]1[O:9][C:10]2=[CH:11][N:12]=[CH:13][CH:14]=[C:15]2[C:7]=1[NH:24][C:25]1[C:33]2[N:32]=[CH:31][N:30]([C:34]([O:36][C:37]([CH3:40])([CH3:39])[CH3:38])=[O:35])[C:29]=2[CH:28]=[CH:27][CH:26]=1, predict the reactants needed to synthesize it. (2) Given the product [Br:1][C:2]1[CH:9]=[CH:8][CH:7]=[CH:6][C:3]=1[CH2:4][O:5][CH:11]1[CH2:12][CH2:13][CH2:14][CH2:15][O:10]1, predict the reactants needed to synthesize it. The reactants are: [Br:1][C:2]1[CH:9]=[CH:8][CH:7]=[CH:6][C:3]=1[CH2:4][OH:5].[O:10]1[CH:15]=[CH:14][CH2:13][CH2:12][CH2:11]1.C(=O)(O)[O-].[Na+]. (3) Given the product [CH3:37][S:38]([OH:41])(=[O:40])=[O:39].[CH:3]1([C:9]2[C:17]3[C:16](=[O:18])[NH:15][C:14]([C:19]4[CH:24]=[CH:23][C:22]([C:25]([N:27]5[CH2:28][CH2:29][N:30]([CH3:33])[CH2:31][CH2:32]5)=[O:26])=[CH:21][C:20]=4[O:34][CH3:35])=[N:13][C:12]=3[N:11]([CH3:36])[N:10]=2)[CH2:4][CH2:5][CH2:6][CH2:7][CH2:8]1, predict the reactants needed to synthesize it. The reactants are: CO.[CH:3]1([C:9]2[C:17]3[C:16](=[O:18])[NH:15][C:14]([C:19]4[CH:24]=[CH:23][C:22]([C:25]([N:27]5[CH2:32][CH2:31][N:30]([CH3:33])[CH2:29][CH2:28]5)=[O:26])=[CH:21][C:20]=4[O:34][CH3:35])=[N:13][C:12]=3[N:11]([CH3:36])[N:10]=2)[CH2:8][CH2:7][CH2:6][CH2:5][CH2:4]1.[CH3:37][S:38]([OH:41])(=[O:40])=[O:39].